Dataset: Forward reaction prediction with 1.9M reactions from USPTO patents (1976-2016). Task: Predict the product of the given reaction. (1) The product is: [NH2:4][C:5]1[C:6]([N+:15]([O-:17])=[O:16])=[C:7]([CH:11]=[CH:12][C:13]=1[CH3:14])[C:8]([OH:10])=[O:9]. Given the reactants C([NH:4][C:5]1[C:6]([N+:15]([O-:17])=[O:16])=[C:7]([CH:11]=[CH:12][C:13]=1[CH3:14])[C:8]([OH:10])=[O:9])(=O)C.Cl, predict the reaction product. (2) The product is: [F:63][C:61]1[CH:60]=[CH:59][C:58]([C:64]([F:66])([F:65])[F:67])=[C:57]([CH:62]=1)[C:56]([N:53]1[CH2:54][CH2:55][N:50]([C:48](=[O:49])[CH2:47][NH:46][C:19](=[O:21])[C:18]2[CH:17]=[CH:16][C:15]([C:14]3[NH:10][N:11]=[N:12][N:13]=3)=[CH:23][CH:22]=2)[CH2:51][CH2:52]1)=[O:68]. Given the reactants CCN(C(C)C)C(C)C.[NH:10]1[C:14]([C:15]2[CH:23]=[CH:22][C:18]([C:19]([OH:21])=O)=[CH:17][CH:16]=2)=[N:13][N:12]=[N:11]1.C1C=CC2N(O)N=NC=2C=1.CCN=C=NCCCN(C)C.Cl.[NH2:46][CH2:47][C:48]([N:50]1[CH2:55][CH2:54][N:53]([C:56](=[O:68])[C:57]2[CH:62]=[C:61]([F:63])[CH:60]=[CH:59][C:58]=2[C:64]([F:67])([F:66])[F:65])[CH2:52][CH2:51]1)=[O:49].FC1C=CC(C(F)(F)F)=C(C=1)C(O)=O, predict the reaction product. (3) The product is: [C:6]([C:7]1[CH:12]=[CH:11][N:10]=[C:9]2[NH:13][CH:14]=[C:15]([CH:23]([OH:24])[C:22]3[C:17]([F:16])=[C:18]([NH:26][S:27]([C:30]4[CH:31]=[CH:32][C:33]([C:36]([F:39])([F:38])[F:37])=[CH:34][CH:35]=4)(=[O:29])=[O:28])[CH:19]=[CH:20][C:21]=3[F:25])[C:8]=12)#[CH:5]. Given the reactants C[Si]([C:5]#[C:6][C:7]1[CH:12]=[CH:11][N:10]=[C:9]2[NH:13][CH:14]=[CH:15][C:8]=12)(C)C.[F:16][C:17]1[C:22]([CH:23]=[O:24])=[C:21]([F:25])[CH:20]=[CH:19][C:18]=1[NH:26][S:27]([C:30]1[CH:35]=[CH:34][C:33]([C:36]([F:39])([F:38])[F:37])=[CH:32][CH:31]=1)(=[O:29])=[O:28].[OH-].[K+].[Cl-].[NH4+], predict the reaction product. (4) Given the reactants [CH:1]([NH:4][C:5]1[C:10]([C:11]([OH:13])=O)=[CH:9][N:8]=[C:7]([C:14]([F:17])([F:16])[F:15])[N:6]=1)([CH3:3])[CH3:2].CCN=C=NCCCN(C)C.C1C=CC2N(O)N=NC=2C=1.CCN(C(C)C)C(C)C.[CH3:48][C:49]([NH2:53])([C:51]#[CH:52])[CH3:50], predict the reaction product. The product is: [CH:1]([NH:4][C:5]1[C:10]([C:11]([NH:53][C:49]([CH3:50])([C:51]#[CH:52])[CH3:48])=[O:13])=[CH:9][N:8]=[C:7]([C:14]([F:17])([F:16])[F:15])[N:6]=1)([CH3:2])[CH3:3]. (5) Given the reactants [NH2:1][C@H:2]1[CH2:7][CH2:6][CH2:5][N:4]([C:8]([O:10][C:11]([CH3:14])([CH3:13])[CH3:12])=[O:9])[CH2:3]1.F[C:16]1[C:17]([CH3:36])=[N:18][C:19]2[C:24]([N:25]=1)=[C:23]([C:26]1[NH:34][C:33]3[CH2:32][CH2:31][NH:30][C:29](=[O:35])[C:28]=3[CH:27]=1)[CH:22]=[CH:21][CH:20]=2, predict the reaction product. The product is: [CH3:36][C:17]1[C:16]([NH:1][C@H:2]2[CH2:7][CH2:6][CH2:5][N:4]([C:8]([O:10][C:11]([CH3:14])([CH3:13])[CH3:12])=[O:9])[CH2:3]2)=[N:25][C:24]2[C:19]([N:18]=1)=[CH:20][CH:21]=[CH:22][C:23]=2[C:26]1[NH:34][C:33]2[CH2:32][CH2:31][NH:30][C:29](=[O:35])[C:28]=2[CH:27]=1. (6) The product is: [CH3:1][O:2][C:3]1[CH:4]=[C:5]2[C:10](=[CH:11][CH:12]=1)[C:9]([O:13][C:23]1[CH:28]=[CH:27][C:26]([N+:29]([O-:31])=[O:30])=[CH:25][CH:24]=1)=[C:8]([C:14]1[CH:19]=[CH:18][C:17]([S:20][CH3:21])=[CH:16][CH:15]=1)[CH:7]=[CH:6]2. Given the reactants [CH3:1][O:2][C:3]1[CH:4]=[C:5]2[C:10](=[CH:11][CH:12]=1)[C:9]([OH:13])=[C:8]([C:14]1[CH:19]=[CH:18][C:17]([S:20][CH3:21])=[CH:16][CH:15]=1)[CH:7]=[CH:6]2.F[C:23]1[CH:28]=[CH:27][C:26]([N+:29]([O-:31])=[O:30])=[CH:25][CH:24]=1.ClCCl, predict the reaction product. (7) Given the reactants [OH:1][N:2]=[C:3]([C:5]1[CH:13]=[CH:12][C:11]2[N:10]3[CH2:14][CH2:15][CH:16]([CH2:17][C:18]([O:20][C:21]([CH3:24])([CH3:23])[CH3:22])=[O:19])[C:9]3=[CH:8][C:7]=2[CH:6]=1)[NH2:4].[C:25]([C:27]1[CH:28]=[C:29]([CH:33]=[CH:34][C:35]=1[O:36][C:37]([F:40])([F:39])[F:38])[C:30](Cl)=O)#[N:26].C(N(CC)CC)C, predict the reaction product. The product is: [C:25]([C:27]1[CH:28]=[C:29]([C:30]2[O:1][N:2]=[C:3]([C:5]3[CH:13]=[CH:12][C:11]4[N:10]5[CH2:14][CH2:15][CH:16]([CH2:17][C:18]([O:20][C:21]([CH3:24])([CH3:23])[CH3:22])=[O:19])[C:9]5=[CH:8][C:7]=4[CH:6]=3)[N:4]=2)[CH:33]=[CH:34][C:35]=1[O:36][C:37]([F:38])([F:39])[F:40])#[N:26].